From a dataset of Catalyst prediction with 721,799 reactions and 888 catalyst types from USPTO. Predict which catalyst facilitates the given reaction. (1) Reactant: [C:1]([CH2:3][CH:4]([OH:9])[CH2:5][C:6]([OH:8])=[O:7])#[N:2].[CH2:10](N(CC)CC)[CH3:11].S(OCC)(OCC)(=O)=O.C(=O)(O)[O-].[Na+]. Product: [C:1]([CH2:3][CH:4]([OH:9])[CH2:5][C:6]([O:8][CH2:10][CH3:11])=[O:7])#[N:2]. The catalyst class is: 13. (2) Reactant: [NH2:1][C@H:2]1[CH2:7][CH2:6][CH2:5][CH2:4][C@@H:3]1[NH:8][C:9](=[O:15])[O:10][C:11]([CH3:14])([CH3:13])[CH3:12].Br[C:17]([C:26]1[CH:31]=[CH:30][CH:29]=[CH:28][CH:27]=1)=[C:18]([N+:24]#[C-:25])[C:19]([O:21][CH2:22][CH3:23])=[O:20].C(N(CC)C(C)C)(C)C.C1CCN2C(=NCCC2)CC1. Product: [C:11]([O:10][C:9]([NH:8][C@H:3]1[CH2:4][CH2:5][CH2:6][CH2:7][C@@H:2]1[N:1]1[C:17]([C:26]2[CH:27]=[CH:28][CH:29]=[CH:30][CH:31]=2)=[C:18]([C:19]([O:21][CH2:22][CH3:23])=[O:20])[N:24]=[CH:25]1)=[O:15])([CH3:12])([CH3:14])[CH3:13]. The catalyst class is: 163. (3) Reactant: [C:1]([NH:4][NH:5][C:6](=[S:15])[NH:7][C:8]1[CH:13]=[CH:12][N:11]=[CH:10][C:9]=1[Br:14])(=O)[CH3:2].Cl. Product: [Br:14][C:9]1[CH:10]=[N:11][CH:12]=[CH:13][C:8]=1[N:7]1[C:1]([CH3:2])=[N:4][N:5]=[C:6]1[SH:15]. The catalyst class is: 662. (4) Reactant: [H-].[Na+].[F:3][C:4]1[CH:29]=[CH:28][CH:27]=[CH:26][C:5]=1[CH2:6][N:7]1[C:11]2=[N:12][CH:13]=[CH:14][CH:15]=[C:10]2[C:9]([C:16]2[N:21]=[C:20]([CH3:22])[C:19]([C:23]([NH2:25])=[O:24])=[CH:18][N:17]=2)=[N:8]1.[CH3:30]N(C)C=O. Product: [F:3][C:4]1[CH:29]=[CH:28][CH:27]=[CH:26][C:5]=1[CH2:6][N:7]1[C:11]2=[N:12][CH:13]=[CH:14][CH:15]=[C:10]2[C:9]([C:16]2[N:17]=[CH:18][C:19]3[C:23](=[O:24])[NH:25][CH:30]=[CH:22][C:20]=3[N:21]=2)=[N:8]1. The catalyst class is: 10. (5) Reactant: [N+:1]([C:4]1[CH:5]=[N:6][C:7]2[C:12]([C:13]=1[NH:14][CH2:15][C:16]([CH3:19])([NH2:18])[CH3:17])=[CH:11][CH:10]=[C:9]([C:20]1[CH:25]=[CH:24][CH:23]=[CH:22][CH:21]=1)[CH:8]=2)([O-:3])=[O:2].C(N(CC)CC)C.[CH3:33][S:34](O[S:34]([CH3:33])(=[O:36])=[O:35])(=[O:36])=[O:35]. Product: [CH3:17][C:16]([NH:18][S:34]([CH3:33])(=[O:36])=[O:35])([CH3:19])[CH2:15][NH:14][C:13]1[C:12]2[C:7](=[CH:8][C:9]([C:20]3[CH:21]=[CH:22][CH:23]=[CH:24][CH:25]=3)=[CH:10][CH:11]=2)[N:6]=[CH:5][C:4]=1[N+:1]([O-:3])=[O:2]. The catalyst class is: 4. (6) Reactant: [Cl:1][C:2]1[CH:3]=[C:4]([OH:8])[CH:5]=[CH:6][CH:7]=1.CN(C)C=O.C(=O)([O-])[O-].[K+].[K+].Cl[CH2:21][C:22]1[CH:32]=[CH:31][CH:30]=[CH:29][C:23]=1[C:24]([Cl:28])=[N:25][O:26][CH3:27]. Product: [Cl:1][C:2]1[CH:3]=[C:4]([CH:5]=[CH:6][CH:7]=1)[O:8][CH2:21][C:22]1[CH:32]=[CH:31][CH:30]=[CH:29][C:23]=1[C:24]([Cl:28])=[N:25][O:26][CH3:27]. The catalyst class is: 28. (7) Reactant: [Br:1][C:2]1[CH:3]=[CH:4][C:5]([OH:10])=[C:6]([CH:9]=1)[CH2:7][OH:8].[C:11]([N:16]1[CH2:21][CH2:20][C:19](=O)[CH2:18][CH2:17]1)([O:13][CH2:14][CH3:15])=[O:12].C1(C)C=CC(S(O)(=O)=O)=CC=1. Product: [C:11]([N:16]1[CH2:21][CH2:20][C:19]2([O:10][C:5]3[CH:4]=[CH:3][C:2]([Br:1])=[CH:9][C:6]=3[CH2:7][O:8]2)[CH2:18][CH2:17]1)([O:13][CH2:14][CH3:15])=[O:12]. The catalyst class is: 22. (8) Reactant: [Br:1][C:2]1[CH:7]=[CH:6][CH:5]=[CH:4][C:3]=1[C:8](=[CH:14]O)[C:9]([O:11][CH2:12][CH3:13])=[O:10].[NH2:16][C:17]1[C:18]([CH3:23])=[CH:19][CH:20]=[CH:21][CH:22]=1. Product: [C:18]1([CH3:23])[C:17]([NH:16][CH:14]=[C:8]([C:3]2[CH:4]=[CH:5][CH:6]=[CH:7][C:2]=2[Br:1])[C:9]([O:11][CH2:12][CH3:13])=[O:10])=[CH:22][CH:21]=[CH:20][CH:19]=1. The catalyst class is: 5.